Dataset: Forward reaction prediction with 1.9M reactions from USPTO patents (1976-2016). Task: Predict the product of the given reaction. (1) Given the reactants [CH3:1][O:2][C:3]([C:5]1[CH:6]=[C:7]2[C:11](=[CH:12][CH:13]=1)[NH:10][CH:9]=[CH:8]2)=[O:4].[CH2:14](I)[CH:15]([CH3:17])[CH3:16], predict the reaction product. The product is: [CH3:1][O:2][C:3]([C:5]1[CH:6]=[C:7]2[C:11](=[CH:12][CH:13]=1)[N:10]([CH2:14][CH:15]([CH3:17])[CH3:16])[CH:9]=[CH:8]2)=[O:4]. (2) Given the reactants Br[C:2]1[S:3][CH:4]=[CH:5][CH:6]=1.[Mg].II.[CH3:10][N:11]1[CH2:16][CH2:15][CH2:14][C@@H:13]([O:17][C:18](=[O:26])[C:19](=[O:25])[C:20]2[S:21][CH:22]=[CH:23][CH:24]=2)[CH2:12]1.[Cl-].[NH4+], predict the reaction product. The product is: [CH3:10][N:11]1[CH2:16][CH2:15][CH2:14][C@@H:13]([O:17][C:18](=[O:26])[C:19]([OH:25])([C:20]2[S:21][CH:22]=[CH:23][CH:24]=2)[C:2]2[S:3][CH:4]=[CH:5][CH:6]=2)[CH2:12]1. (3) Given the reactants [NH:1]1[C:5]2=[CH:6][N:7]=[CH:8][CH:9]=[C:4]2[CH:3]=[C:2]1[C:10]([OH:12])=O.[C:13]1([NH:19][CH2:20][CH2:21][NH2:22])[CH:18]=[CH:17][CH:16]=[CH:15][CH:14]=1, predict the reaction product. The product is: [C:13]1([NH:19][CH2:20][CH2:21][NH:22][C:10]([C:2]2[NH:1][C:5]3=[CH:6][N:7]=[CH:8][CH:9]=[C:4]3[CH:3]=2)=[O:12])[CH:18]=[CH:17][CH:16]=[CH:15][CH:14]=1. (4) The product is: [O:33]1[CH2:34][CH2:35][N:30]([CH2:29][CH2:28][N:5]([C:6]2[CH:7]=[C:8]3[C:12](=[CH:13][CH:14]=2)[N:11]([CH2:15][C:16]([O:18][CH3:19])=[O:17])[CH:10]=[CH:9]3)[S:2]([CH3:1])(=[O:3])=[O:4])[CH2:31][CH2:32]1. Given the reactants [CH3:1][S:2]([NH:5][C:6]1[CH:7]=[C:8]2[C:12](=[CH:13][CH:14]=1)[N:11]([CH2:15][C:16]([O:18][CH3:19])=[O:17])[CH:10]=[CH:9]2)(=[O:4])=[O:3].C([O-])([O-])=O.[K+].[K+].Cl.Cl[CH2:28][CH2:29][N:30]1[CH2:35][CH2:34][O:33][CH2:32][CH2:31]1, predict the reaction product. (5) Given the reactants [OH:1][C@H:2]1[C@H:7]([CH3:8])[CH2:6][CH2:5][C@@H:4]([NH:9][C:10]2[C:15]([C:16]#[N:17])=[CH:14][N:13]=[C:12](S(C)(=O)=O)[N:11]=2)[CH2:3]1.[CH3:22][CH:23]([NH2:25])[CH3:24].CCN(C(C)C)C(C)C, predict the reaction product. The product is: [OH:1][C@H:2]1[C@H:7]([CH3:8])[CH2:6][CH2:5][C@@H:4]([NH:9][C:10]2[C:15]([C:16]#[N:17])=[CH:14][N:13]=[C:12]([NH:25][CH:23]([CH3:24])[CH3:22])[N:11]=2)[CH2:3]1. (6) Given the reactants C([Li])CCC.Br[C:7]1[C:8]([C:22]2[CH:27]=[CH:26][CH:25]=[CH:24][CH:23]=2)=[N:9][N:10]2[C:15]([Si:16]([CH3:19])([CH3:18])[CH3:17])=[C:14]([O:20][CH3:21])[CH:13]=[CH:12][C:11]=12.Br[CH2:29][C:30]1[CH:31]=[CH:32][C:33]([CH3:40])=[C:34]([CH:39]=1)[C:35]([O:37][CH3:38])=[O:36].C(=O)(O)[O-].[Na+], predict the reaction product. The product is: [CH3:21][O:20][C:14]1[CH:13]=[CH:12][C:11]2[N:10]([N:9]=[C:8]([C:22]3[CH:27]=[CH:26][CH:25]=[CH:24][CH:23]=3)[C:7]=2[CH2:29][C:30]2[CH:31]=[CH:32][C:33]([CH3:40])=[C:34]([CH:39]=2)[C:35]([O:37][CH3:38])=[O:36])[C:15]=1[Si:16]([CH3:19])([CH3:18])[CH3:17]. (7) Given the reactants [Al:1](O)(O)[OH:2].[ClH:5], predict the reaction product. The product is: [OH2:2].[OH2:2].[OH2:2].[OH2:2].[OH2:2].[OH2:2].[Cl-:5].[Al+3:1].[Cl-:5].[Cl-:5]. (8) Given the reactants Br[C:2]1[CH:3]=[C:4]([C:15]2[CH:22]=[CH:21][C:18]([C:19]#[N:20])=[CH:17][CH:16]=2)[S:5][C:6]=1[C:7]1[CH:12]=[CH:11][C:10]([O:13][CH3:14])=[CH:9][CH:8]=1.[Li]CCCC.CCCCCC.[F:34][C:35]1([F:46])[C:39]([F:40])=[C:38](F)[C:37]([F:43])([F:42])[C:36]1([F:45])[F:44], predict the reaction product. The product is: [CH3:14][O:13][C:10]1[CH:11]=[CH:12][C:7]([C:6]2[S:5][C:4]([C:15]3[CH:22]=[CH:21][C:18]([C:19]#[N:20])=[CH:17][CH:16]=3)=[CH:3][C:2]=2[C:38]2[C:37]([F:43])([F:42])[C:36]([F:44])([F:45])[C:35]([F:34])([F:46])[C:39]=2[F:40])=[CH:8][CH:9]=1.